Dataset: Reaction yield outcomes from USPTO patents with 853,638 reactions. Task: Predict the reaction yield, written as a fraction of the theoretical maximum amount of product (1.0 means a 100% yield; for example, 0.34 means a 34% yield). (1) The reactants are [N:1]([C:4]1[CH:9]=[CH:8][CH:7]=[CH:6][C:5]=1[O:10][CH3:11])=[C:2]=[S:3].[CH:12]1([CH2:15][N:16]2[C:20]3[CH:21]=[CH:22][C:23]([NH:25][CH3:26])=[CH:24][C:19]=3[N:18]=[C:17]2[CH2:27][C:28]2[CH:33]=[CH:32][C:31]([O:34][CH2:35][CH3:36])=[CH:30][CH:29]=2)[CH2:14][CH2:13]1. The catalyst is CN(C=O)C. The product is [CH:12]1([CH2:15][N:16]2[C:20]3[CH:21]=[CH:22][C:23]([N:25]([CH3:26])[C:2]([NH:1][C:4]4[CH:9]=[CH:8][CH:7]=[CH:6][C:5]=4[O:10][CH3:11])=[S:3])=[CH:24][C:19]=3[N:18]=[C:17]2[CH2:27][C:28]2[CH:29]=[CH:30][C:31]([O:34][CH2:35][CH3:36])=[CH:32][CH:33]=2)[CH2:14][CH2:13]1. The yield is 0.570. (2) The reactants are Cl[CH2:2][O:3][CH3:4].[Cl:5][C:6]1[CH:7]=[C:8]([N:16]([C:21]2[C:40]([CH:41]3[CH2:43][CH2:42]3)=[CH:39][C:24]3[C:25]([C:35]([NH:37][CH3:38])=[O:36])=[C:26]([C:28]4[CH:33]=[CH:32][C:31]([F:34])=[CH:30][CH:29]=4)[O:27][C:23]=3[CH:22]=2)[S:17]([CH3:20])(=[O:19])=[O:18])[CH:9]=[CH:10][C:11]=1[C:12]([CH2:14][OH:15])=[CH2:13].CCN(C(C)C)C(C)C. The catalyst is ClCCl. The product is [Cl:5][C:6]1[CH:7]=[C:8]([N:16]([C:21]2[C:40]([CH:41]3[CH2:42][CH2:43]3)=[CH:39][C:24]3[C:25]([C:35]([NH:37][CH3:38])=[O:36])=[C:26]([C:28]4[CH:33]=[CH:32][C:31]([F:34])=[CH:30][CH:29]=4)[O:27][C:23]=3[CH:22]=2)[S:17]([CH3:20])(=[O:19])=[O:18])[CH:9]=[CH:10][C:11]=1[C:12]([CH2:14][O:15][CH2:2][O:3][CH3:4])=[CH2:13]. The yield is 0.850. (3) The reactants are Cl[C:2]1[CH:3]=[CH:4][C:5]([N+:10]([O-:12])=[O:11])=[C:6]([O:8][CH3:9])[CH:7]=1.P([O-])(OCC)[O:14]CC.CC1(C)C2C(=C(P(C3C=CC=CC=3)C3C=CC=CC=3)C=CC=2)OC2[C:25]([P:29]([C:36]3C=CC=CC=3)C3C=CC=CC=3)=CC=CC1=2.P([O-])([O-])([O-])=O.[K+].[K+].[K+]. The catalyst is CN(C=O)C.C([O-])(=O)C.[Pd+2].C([O-])(=O)C. The product is [CH3:9][O:8][C:6]1[CH:7]=[C:2]([P:29](=[O:14])([CH3:36])[CH3:25])[CH:3]=[CH:4][C:5]=1[N+:10]([O-:12])=[O:11]. The yield is 0.330.